This data is from Forward reaction prediction with 1.9M reactions from USPTO patents (1976-2016). The task is: Predict the product of the given reaction. (1) Given the reactants C(CO[C:6]1[CH:7]=[C:8](/[C:13](=[CH:46]\[CH:47]=[C:48]2\[N:49]([CH2:71][CH2:72][CH2:73][S:74]([O-:77])(=[O:76])=[O:75])[C:50]3[CH:51]=[CH:52][C:53]4[C:62](S([O-])(=O)=O)=[CH:61][C:60](S([O-])(=O)=O)=[CH:59][C:54]=4[C:55]=3[C:56]\2([CH3:58])[CH3:57])/[CH:14]=[CH:15]/[C:16]2[C:24]([CH3:26])([CH3:25])[C:23]3[C:22]4[CH:27]=[C:28](S([O-])(=O)=O)[CH:29]=[C:30](S([O-])(=O)=O)[C:21]=4[CH:20]=[CH:19][C:18]=3[N+:17]=2[CH2:39][CH2:40][CH2:41][S:42]([O-:45])(=[O:44])=[O:43])[CH:9]=[C:10](F)[CH:11]=1)(O)=O.[Na+:78].[Na+].[Na+].[Na+].[Na+].Br/C(=C\C=C1\N(CCCS([O-])(=O)=O)C2C=CC3C=CC=CC=3C=2C\1(C)C)/C=C/C1C(C)(C)C2C3C=CC=CC=3C=CC=2[N+]=1CCCS([O-])(=O)=O.[Na+].[OH:134][CH2:135][CH2:136][CH2:137][CH2:138][O:139]C1C=C(B(O)O)C=CC=1, predict the reaction product. The product is: [CH3:58][C:56]1([CH3:57])[C:55]2[C:54]3[CH:59]=[CH:60][CH:61]=[CH:62][C:53]=3[CH:52]=[CH:51][C:50]=2[N:49]([CH2:71][CH2:72][CH2:73][S:74]([O-:77])(=[O:75])=[O:76])/[C:48]/1=[CH:47]/[CH:46]=[C:13](\[C:8]1[CH:7]=[CH:6][CH:11]=[C:10]([O:134][CH2:135][CH2:136][CH2:137][CH2:138][OH:139])[CH:9]=1)/[CH:14]=[CH:15]/[C:16]1[C:24]([CH3:25])([CH3:26])[C:23]2[C:22]3[CH:27]=[CH:28][CH:29]=[CH:30][C:21]=3[CH:20]=[CH:19][C:18]=2[N+:17]=1[CH2:39][CH2:40][CH2:41][S:42]([O-:45])(=[O:43])=[O:44].[Na+:78]. (2) Given the reactants [Br:1][C:2]1[C:3]([CH3:18])=[N:4][N:5]([CH2:14][CH2:15][CH:16]=[O:17])[C:6]=1[C:7]1[CH:12]=[CH:11][C:10]([F:13])=[CH:9][CH:8]=1.[F:19][C:20]([Si](C)(C)C)([F:22])[F:21].[F-].C([N+](CCCC)(CCCC)CCCC)CCC, predict the reaction product. The product is: [Br:1][C:2]1[C:3]([CH3:18])=[N:4][N:5]([CH2:14][CH2:15][CH:16]([OH:17])[C:20]([F:22])([F:21])[F:19])[C:6]=1[C:7]1[CH:8]=[CH:9][C:10]([F:13])=[CH:11][CH:12]=1. (3) Given the reactants [CH:1]([C:3]1[C:4]([CH3:23])=[C:5]([O:13][CH2:14][C:15]2[CH:16]=[C:17]([CH:20]=[CH:21][CH:22]=2)[C:18]#[N:19])[C:6]([CH3:12])=[N:7][C:8]=1[CH2:9][CH2:10][CH3:11])=O.[NH2:24][C:25]1[CH:32]=[CH:31][C:28]([C:29]#[N:30])=[CH:27][CH:26]=1, predict the reaction product. The product is: [CH3:1][CH3:3].[C:18]([C:17]1[CH:16]=[C:15]([CH:22]=[CH:21][CH:20]=1)[CH2:14][O:13][C:5]1[C:4]([CH3:23])=[C:3]([CH2:1][NH:24][C:25]2[CH:32]=[CH:31][C:28]([C:29]#[N:30])=[CH:27][CH:26]=2)[C:8]([CH2:9][CH2:10][CH3:11])=[N:7][C:6]=1[CH3:12])#[N:19]. (4) Given the reactants [CH2:1]([O:8][C:9]1[CH:17]=[CH:16][C:15]2[N:14]3[CH2:18][CH2:19][C:20](=O)[C:13]3=[CH:12][C:11]=2[CH:10]=1)[C:2]1[CH:7]=[CH:6][CH:5]=[CH:4][CH:3]=1.[C:22]([O:26][C:27]([CH:29]=P(C1C=CC=CC=1)(C1C=CC=CC=1)C1C=CC=CC=1)=[O:28])([CH3:25])([CH3:24])[CH3:23], predict the reaction product. The product is: [CH2:1]([O:8][C:9]1[CH:17]=[CH:16][C:15]2[N:14]3[CH2:18][CH2:19][C:20](=[CH:29][C:27]([O:26][C:22]([CH3:25])([CH3:24])[CH3:23])=[O:28])[C:13]3=[CH:12][C:11]=2[CH:10]=1)[C:2]1[CH:3]=[CH:4][CH:5]=[CH:6][CH:7]=1. (5) Given the reactants C(O[C:5](=[O:7])[CH3:6])(=O)C.[NH2:8][C:9]1[C:10]([CH3:15])=[N:11][CH:12]=[CH:13][CH:14]=1.C(N(C(C)C)CC)(C)C, predict the reaction product. The product is: [CH3:15][C:10]1[C:9]([NH:8][C:5](=[O:7])[CH3:6])=[CH:14][CH:13]=[CH:12][N:11]=1. (6) Given the reactants Br.[OH:2][C:3]1[CH:4]=[C:5]2[C:10](=[CH:11][C:12]=1[CH:13]=[O:14])[CH2:9][NH:8][CH2:7][CH2:6]2.Cl.[C:16](Cl)(=[O:23])[C:17]1[CH:22]=[CH:21][CH:20]=[N:19][CH:18]=1.C(N(C(C)C)C(C)C)C.[O-]S([O-])(=O)=O.[Mg+2], predict the reaction product. The product is: [OH:2][C:3]1[CH:4]=[C:5]2[C:10](=[CH:11][C:12]=1[CH:13]=[O:14])[CH2:9][N:8]([C:16]([C:17]1[CH:18]=[N:19][CH:20]=[CH:21][CH:22]=1)=[O:23])[CH2:7][CH2:6]2.